From a dataset of Reaction yield outcomes from USPTO patents with 853,638 reactions. Predict the reaction yield, written as a fraction of the theoretical maximum amount of product (1.0 means a 100% yield; for example, 0.34 means a 34% yield). (1) The reactants are [NH2:1][C:2]1[N:3]=[CH:4][C:5]2[CH2:11][N:10]([C:12]3[C:13](=[O:26])[N:14]([C:19]4[CH:24]=[CH:23][C:22]([NH2:25])=[CH:21][CH:20]=4)[CH:15]=[CH:16][C:17]=3[CH3:18])[CH2:9][CH2:8][C:6]=2[N:7]=1.[CH3:27][N:28]1[C:32]([C:33](Cl)=[O:34])=[CH:31][C:30]([CH3:36])=[N:29]1. The catalyst is C1COCC1.CCN(CC)CC. The product is [NH2:1][C:2]1[N:3]=[CH:4][C:5]2[CH2:11][N:10]([C:12]3[C:13](=[O:26])[N:14]([C:19]4[CH:20]=[CH:21][C:22]([NH:25][C:33]([C:32]5[N:28]([CH3:27])[N:29]=[C:30]([CH3:36])[CH:31]=5)=[O:34])=[CH:23][CH:24]=4)[CH:15]=[CH:16][C:17]=3[CH3:18])[CH2:9][CH2:8][C:6]=2[N:7]=1. The yield is 0.760. (2) The reactants are O[C:2]1([C:21]2[CH:26]=[CH:25][C:24]([C:27]([F:36])([C:32]([F:35])([F:34])[F:33])[C:28]([F:31])([F:30])[F:29])=[CH:23][CH:22]=2)[CH2:6][N:5](C(OC(C)(C)C)=O)[C@H:4]([C:14]([O:16]C(C)(C)C)=[O:15])[CH2:3]1.[F:37][C:38]1[CH:43]=[CH:42][C:41]([SH:44])=[CH:40][CH:39]=1.CS(O)(=O)=O.CC([O-])=O.[K+]. The catalyst is CCOC(C)=O. The product is [F:37][C:38]1[CH:43]=[CH:42][C:41]([S:44][C:2]2([C:21]3[CH:26]=[CH:25][C:24]([C:27]([F:36])([C:32]([F:35])([F:34])[F:33])[C:28]([F:30])([F:29])[F:31])=[CH:23][CH:22]=3)[CH2:6][NH:5][C@H:4]([C:14]([OH:16])=[O:15])[CH2:3]2)=[CH:40][CH:39]=1. The yield is 0.666. (3) The reactants are Br[CH2:2][CH2:3][CH2:4][C:5]1[CH:10]=[CH:9][C:8]([NH:11][C:12]#[N:13])=[CH:7][CH:6]=1.[CH3:14][N:15]1[C:19]([C:20]#[N:21])=CC=C1B(O)O.C(=O)([O-])[O-].[K+].[K+].[C:31](P(C(C)(C)C)C(C)(C)C)(C)([CH3:33])[CH3:32].[Br-]. The catalyst is C1COCC1. The product is [C:20]([C:19]1[N:15]([CH3:14])[C:4]([C:5]2[CH:10]=[CH:9][C:8]([NH:11][C:12]#[N:13])=[C:7]([CH2:32][CH2:31][CH3:33])[CH:6]=2)=[CH:3][CH:2]=1)#[N:21]. The yield is 0.180. (4) The reactants are C1N=CN(C(N2C=NC=C2)=O)C=1.[C:13]1([C:19]#[C:20][C:21]2[S:22][C:23]([C:26]([OH:28])=O)=[CH:24][N:25]=2)[CH:18]=[CH:17][CH:16]=[CH:15][CH:14]=1.[NH:29]1[CH2:34][CH2:33][CH2:32][CH2:31][CH2:30]1.FC(F)(F)C(O)=O. The catalyst is O1CCCC1.CCOC(C)=O. The product is [C:13]1([C:19]#[C:20][C:21]2[S:22][C:23]([C:26]([N:29]3[CH2:34][CH2:33][CH2:32][CH2:31][CH2:30]3)=[O:28])=[CH:24][N:25]=2)[CH:14]=[CH:15][CH:16]=[CH:17][CH:18]=1. The yield is 0.620. (5) The reactants are [CH3:1][C:2]1[CH:6]=[C:5]([NH:7][CH:8]=[C:9]([C:15]([O:17]CC)=O)[C:10]([O:12][CH2:13][CH3:14])=[O:11])[N:4]([C:20]2[CH:25]=[CH:24][CH:23]=[CH:22][N:21]=2)[N:3]=1.[OH-].[Na+]. The catalyst is O. The product is [OH:17][C:15]1[C:9]([C:10]([O:12][CH2:13][CH3:14])=[O:11])=[CH:8][N:7]=[C:5]2[N:4]([C:20]3[CH:25]=[CH:24][CH:23]=[CH:22][N:21]=3)[N:3]=[C:2]([CH3:1])[C:6]=12. The yield is 0.570. (6) The reactants are [C:1]([O:5][C:6](=[O:17])[NH:7][C:8]1[CH:13]=[C:12]([CH3:14])[C:11]([OH:15])=[CH:10][C:9]=1[CH3:16])([CH3:4])([CH3:3])[CH3:2].C(=O)([O-])[O-].[K+].[K+].Br[CH2:25][CH3:26].O. The catalyst is CN(C=O)C. The product is [C:1]([O:5][C:6](=[O:17])[NH:7][C:8]1[CH:13]=[C:12]([CH3:14])[C:11]([O:15][CH2:25][CH3:26])=[CH:10][C:9]=1[CH3:16])([CH3:4])([CH3:3])[CH3:2]. The yield is 0.900.